Dataset: Peptide-MHC class II binding affinity with 134,281 pairs from IEDB. Task: Regression. Given a peptide amino acid sequence and an MHC pseudo amino acid sequence, predict their binding affinity value. This is MHC class II binding data. (1) The peptide sequence is PHPLEKKITQWLETKGV. The MHC is DRB1_1501 with pseudo-sequence DRB1_1501. The binding affinity (normalized) is 0.435. (2) The peptide sequence is PGPNITATYGGKWLD. The MHC is DRB3_0202 with pseudo-sequence DRB3_0202. The binding affinity (normalized) is 0.0492. (3) The peptide sequence is AVPLRLLGGLHRMVL. The MHC is DRB1_1602 with pseudo-sequence DRB1_1602. The binding affinity (normalized) is 0.643. (4) The peptide sequence is RDSFNNFDASIISKY. The MHC is H-2-IAb with pseudo-sequence H-2-IAb. The binding affinity (normalized) is 0.424. (5) The peptide sequence is TSKLDAAYKLAYKTAEGATP. The MHC is HLA-DPA10103-DPB10301 with pseudo-sequence HLA-DPA10103-DPB10301. The binding affinity (normalized) is 0.489. (6) The peptide sequence is DYLKAQQNRRFMIYV. The MHC is HLA-DPA10103-DPB10401 with pseudo-sequence HLA-DPA10103-DPB10401. The binding affinity (normalized) is 0.316. (7) The peptide sequence is LFKEKEVKKEIKDPL. The MHC is DRB1_0101 with pseudo-sequence DRB1_0101. The binding affinity (normalized) is 0.810. (8) The peptide sequence is GPIVHDAIHRSAARS. The MHC is HLA-DPA10201-DPB10101 with pseudo-sequence HLA-DPA10201-DPB10101. The binding affinity (normalized) is 0.0337.